From a dataset of Full USPTO retrosynthesis dataset with 1.9M reactions from patents (1976-2016). Predict the reactants needed to synthesize the given product. Given the product [Cl:1][C:2]1[C:11]([S:12]([NH:15][CH2:16][CH3:17])(=[O:14])=[O:13])=[CH:10][CH:9]=[CH:8][C:3]=1[C:4]([OH:6])=[O:5], predict the reactants needed to synthesize it. The reactants are: [Cl:1][C:2]1[C:11]([S:12]([NH:15][CH2:16][CH3:17])(=[O:14])=[O:13])=[CH:10][CH:9]=[CH:8][C:3]=1[C:4]([O:6]C)=[O:5].[OH-].[Na+].